This data is from Full USPTO retrosynthesis dataset with 1.9M reactions from patents (1976-2016). The task is: Predict the reactants needed to synthesize the given product. Given the product [C:15]([O:14][C:12]([NH:11][C:10]1[O:9][C:8]([CH3:19])=[N:7][C:6]=1[C:4]([OH:5])=[O:3])=[O:13])([CH3:18])([CH3:16])[CH3:17], predict the reactants needed to synthesize it. The reactants are: C([O:3][C:4]([C:6]1[N:7]=[C:8]([CH3:19])[O:9][C:10]=1[NH:11][C:12]([O:14][C:15]([CH3:18])([CH3:17])[CH3:16])=[O:13])=[O:5])C.[OH-].[Na+].Cl.